Task: Predict the product of the given reaction.. Dataset: Forward reaction prediction with 1.9M reactions from USPTO patents (1976-2016) Given the reactants [CH3:1][O:2][C:3]1[CH:4]=[C:5](B(O)O)[CH:6]=[N:7][CH:8]=1.Br[C:13]1[CH:14]=[C:15]([C:19]2([C:30]3[CH:35]=[CH:34][N:33]=[CH:32][CH:31]=3)[C:27]3[C:22](=[CH:23][CH:24]=[C:25]([F:28])[CH:26]=3)[C:21]([NH2:29])=[N:20]2)[CH:16]=[CH:17][CH:18]=1, predict the reaction product. The product is: [F:28][C:25]1[CH:26]=[C:27]2[C:22]([C:21]([NH2:29])=[N:20][C:19]2([C:15]2[CH:16]=[CH:17][CH:18]=[C:13]([C:5]3[CH:6]=[N:7][CH:8]=[C:3]([O:2][CH3:1])[CH:4]=3)[CH:14]=2)[C:30]2[CH:35]=[CH:34][N:33]=[CH:32][CH:31]=2)=[CH:23][CH:24]=1.